Dataset: CYP3A4 inhibition data for predicting drug metabolism from PubChem BioAssay. Task: Regression/Classification. Given a drug SMILES string, predict its absorption, distribution, metabolism, or excretion properties. Task type varies by dataset: regression for continuous measurements (e.g., permeability, clearance, half-life) or binary classification for categorical outcomes (e.g., BBB penetration, CYP inhibition). Dataset: cyp3a4_veith. The compound is CCCC(=O)N1CCN(S(=O)(=O)c2cc(Cl)ccc2OC)CC1. The result is 1 (inhibitor).